Predict the product of the given reaction. From a dataset of Forward reaction prediction with 1.9M reactions from USPTO patents (1976-2016). (1) Given the reactants C([O:3][C:4](=[O:40])[CH2:5][O:6][C:7]1[CH:12]=[CH:11][C:10]([CH2:13][C@H:14]([NH:28][C:29](=[O:36])[C:30]2[CH:35]=[CH:34][CH:33]=[CH:32][CH:31]=2)[C:15](=[O:27])[NH:16][CH2:17][CH2:18][CH2:19][CH2:20][C:21]2[CH:26]=[CH:25][CH:24]=[CH:23][CH:22]=2)=[CH:9][C:8]=1[N+:37]([O-:39])=[O:38])C.[OH-].[Na+], predict the reaction product. The product is: [C:29]([NH:28][C@H:14]([C:15](=[O:27])[NH:16][CH2:17][CH2:18][CH2:19][CH2:20][C:21]1[CH:26]=[CH:25][CH:24]=[CH:23][CH:22]=1)[CH2:13][C:10]1[CH:11]=[CH:12][C:7]([O:6][CH2:5][C:4]([OH:40])=[O:3])=[C:8]([N+:37]([O-:39])=[O:38])[CH:9]=1)(=[O:36])[C:30]1[CH:31]=[CH:32][CH:33]=[CH:34][CH:35]=1. (2) Given the reactants [NH2:1][C:2]1[CH:7]=[CH:6][C:5]([CH2:8][C:9]([O:11][C:12]([CH3:15])([CH3:14])[CH3:13])=[O:10])=[CH:4][C:3]=1[CH3:16].C(N(CC)CC)C.[CH3:24][O:25][C:26]1[CH:31]=[CH:30][CH:29]=[CH:28][C:27]=1[N:32]=[C:33]=[O:34], predict the reaction product. The product is: [CH3:24][O:25][C:26]1[CH:31]=[CH:30][CH:29]=[CH:28][C:27]=1[NH:32][C:33](=[O:34])[NH:1][C:2]1[CH:7]=[CH:6][C:5]([CH2:8][C:9]([O:11][C:12]([CH3:13])([CH3:15])[CH3:14])=[O:10])=[CH:4][C:3]=1[CH3:16]. (3) Given the reactants CCCCCCCCCCCCCCCC[CH2:17][CH2:18][OH:19].CCCCCCCCCCCCCCCC[OH:36].CCCCCCCCCCCC[O:49]S([O-:36])(=[O:49])=[O:36].CC[CH2:17][CH2:18][O:19]C(C1C=CC([OH:36])=CC=1)=[O:49].C[CH2:17][CH2:18][O:19]C(C1C=CC([OH:36])=CC=1)=[O:49].C[CH:17]([OH:49])[CH2:18][OH:19].C[O:19][C:18]([C:17]1C=CC(O)=CC=1)=O.[Na+].[Zn:98].C(Cl)(OC(F)F)C(F)(F)F, predict the reaction product. The product is: [C:18]([O-:19])(=[O:36])[CH3:17].[Zn+2:98].[C:18]([O-:19])(=[O:49])[CH3:17]. (4) The product is: [NH2:21][CH2:20][C:19]1[CH:22]=[C:15]([C:13]([N:10]2[CH2:9][CH2:8][C:7]3([CH2:6][C@@H:5]([O:31][CH:32]([CH3:34])[CH3:33])[C:4]4[C:28](=[CH:29][CH:30]=[C:2]([F:1])[CH:3]=4)[O:27]3)[CH2:12][CH2:11]2)=[O:14])[CH:16]=[CH:17][C:18]=1[O:23][CH:24]([CH3:26])[CH3:25]. Given the reactants [F:1][C:2]1[CH:3]=[C:4]2[C:28](=[CH:29][CH:30]=1)[O:27][C:7]1([CH2:12][CH2:11][N:10]([C:13]([C:15]3[CH:16]=[CH:17][C:18]([O:23][CH:24]([CH3:26])[CH3:25])=[C:19]([CH:22]=3)[C:20]#[N:21])=[O:14])[CH2:9][CH2:8]1)[CH2:6][C@H:5]2[O:31][CH:32]([CH3:34])[CH3:33], predict the reaction product. (5) Given the reactants [F:1][C:2]1[N:7]=[C:6]([NH2:8])[CH:5]=[CH:4][C:3]=1[CH2:9][C:10]1[C:18]2[C:13](=[N:14][CH:15]=[C:16]([CH3:19])[CH:17]=2)[NH:12][CH:11]=1.N1C=CC=CC=1.[C:26]1([CH2:32][S:33](Cl)(=[O:35])=[O:34])[CH:31]=[CH:30][CH:29]=[CH:28][CH:27]=1.C(=O)(O)[O-].[Na+], predict the reaction product. The product is: [F:1][C:2]1[N:7]=[C:6]([NH:8][S:33]([CH2:32][C:26]2[CH:31]=[CH:30][CH:29]=[CH:28][CH:27]=2)(=[O:35])=[O:34])[CH:5]=[CH:4][C:3]=1[CH2:9][C:10]1[C:18]2[C:13](=[N:14][CH:15]=[C:16]([CH3:19])[CH:17]=2)[NH:12][CH:11]=1. (6) Given the reactants C(O[CH2:5][C:6]1[C:15]2[C:10](=[CH:11][C:12]([O:16][C:17]3[CH:22]=[C:21]([F:23])[CH:20]=[C:19]([F:24])[CH:18]=3)=[CH:13][CH:14]=2)[C:9]([OH:25])=[C:8]([C:26]([O:28][CH3:29])=[O:27])[N:7]=1)(=O)C.C([O-])([O-])=O.[Na+].[Na+], predict the reaction product. The product is: [OH:25][C:9]1[C:10]2[C:15](=[CH:14][CH:13]=[C:12]([O:16][C:17]3[CH:22]=[C:21]([F:23])[CH:20]=[C:19]([F:24])[CH:18]=3)[CH:11]=2)[C:6]([CH3:5])=[N:7][C:8]=1[C:26]([O:28][CH3:29])=[O:27].